This data is from Full USPTO retrosynthesis dataset with 1.9M reactions from patents (1976-2016). The task is: Predict the reactants needed to synthesize the given product. (1) Given the product [CH:1]1([CH2:4][O:5][C:6]2[CH:14]=[CH:13][C:9]3[O:10][CH2:11][O:12][C:8]=3[C:7]=2[C:15]2[C:16]3[NH:23][C:22]([CH3:24])=[C:21]([C:25]([NH:38][C@@H:39]([CH2:69][C:70]4[CH:71]=[CH:72][C:73]([O:76][CH3:77])=[CH:74][CH:75]=4)[C:40]([N:42]4[CH2:43][CH2:44][CH:45]([N:48]5[N:57]=[C:56]([C:58]6[CH:63]=[CH:62][C:61]([O:64][CH3:65])=[C:60]([O:66][CH3:67])[CH:59]=6)[C@@H:55]6[C@@H:50]([CH2:51][CH2:52][CH2:53][CH2:54]6)[C:49]5=[O:68])[CH2:46][CH2:47]4)=[O:41])=[O:26])[C:17]=3[N:18]=[CH:19][N:20]=2)[CH2:2][CH2:3]1, predict the reactants needed to synthesize it. The reactants are: [CH:1]1([CH2:4][O:5][C:6]2[CH:14]=[CH:13][C:9]3[O:10][CH2:11][O:12][C:8]=3[C:7]=2[C:15]2[C:16]3[NH:23][C:22]([CH3:24])=[C:21]([C:25](O)=[O:26])[C:17]=3[N:18]=[CH:19][N:20]=2)[CH2:3][CH2:2]1.CCN(C(C)C)C(C)C.Cl.[NH2:38][C@H:39]([CH2:69][C:70]1[CH:75]=[CH:74][C:73]([O:76][CH3:77])=[CH:72][CH:71]=1)[C:40]([N:42]1[CH2:47][CH2:46][CH:45]([N:48]2[N:57]=[C:56]([C:58]3[CH:63]=[CH:62][C:61]([O:64][CH3:65])=[C:60]([O:66][CH3:67])[CH:59]=3)[C@@H:55]3[C@@H:50]([CH2:51][CH2:52][CH2:53][CH2:54]3)[C:49]2=[O:68])[CH2:44][CH2:43]1)=[O:41].CCOC(C(C#N)=NOC(N1CCOCC1)=[N+](C)C)=O.F[P-](F)(F)(F)(F)F.C(=O)(O)[O-].[Na+]. (2) Given the product [O:3]=[CH:4][CH2:5][CH2:6][CH2:7][NH:8][S:9]([C:12]1[C:21]2[C:16](=[C:17]([N:22]([CH3:24])[CH3:23])[CH:18]=[CH:19][CH:20]=2)[CH:15]=[CH:14][CH:13]=1)(=[O:11])=[O:10], predict the reactants needed to synthesize it. The reactants are: C([O:3][CH:4](OCC)[CH2:5][CH2:6][CH2:7][NH:8][S:9]([C:12]1[C:21]2[C:16](=[C:17]([N:22]([CH3:24])[CH3:23])[CH:18]=[CH:19][CH:20]=2)[CH:15]=[CH:14][CH:13]=1)(=[O:11])=[O:10])C.O=CCNS(C1C2C(=C(N(C)C)C=CC=2)C=CC=1)(=O)=O.COC(OC)CNS(C1C2C(=C(N(C)C)C=CC=2)C=CC=1)(=O)=O. (3) Given the product [Br:10][CH2:9][C:3]1[CH:4]=[CH:5][C:6]([F:8])=[CH:7][C:2]=1[Cl:1], predict the reactants needed to synthesize it. The reactants are: [Cl:1][C:2]1[CH:7]=[C:6]([F:8])[CH:5]=[CH:4][C:3]=1[CH3:9].[Br:10]N1C(=O)CCC1=O.C(OOC(=O)C1C=CC=CC=1)(=O)C1C=CC=CC=1. (4) The reactants are: I[C:2]1[CH:7]=[CH:6][C:5]([CH2:8][OH:9])=[CH:4][CH:3]=1.[F:10][C:11]([F:18])([F:17])[C:12]1[CH:13]=[N:14][NH:15][CH:16]=1.O[C@H]1CN[C@H](C(O)=O)C1.C(=O)([O-])[O-].[Cs+].[Cs+]. Given the product [F:10][C:11]([F:18])([F:17])[C:12]1[CH:13]=[N:14][N:15]([C:2]2[CH:7]=[CH:6][C:5]([CH2:8][OH:9])=[CH:4][CH:3]=2)[CH:16]=1, predict the reactants needed to synthesize it. (5) Given the product [NH:1]1[C:9]2[C:4](=[N:5][C:6]([CH:10]=[O:11])=[CH:7][CH:8]=2)[CH:3]=[N:2]1, predict the reactants needed to synthesize it. The reactants are: [NH:1]1[C:9]2[C:4](=[N:5][C:6]([CH2:10][OH:11])=[CH:7][CH:8]=2)[CH:3]=[N:2]1.CS(C)=O.CCN(CC)CC. (6) Given the product [NH2:51][C:52]1[C:60]([C:61]([NH:1][C@H:2]([C:4]2[N:13]([CH2:14][CH2:15][CH2:16][NH:17][C:18](=[O:24])[O:19][C:20]([CH3:22])([CH3:21])[CH3:23])[C:12](=[O:25])[C:11]3[C:6](=[CH:7][CH:8]=[CH:9][C:10]=3[Cl:26])[N:5]=2)[CH3:3])=[O:62])=[C:55]2[N:56]=[CH:57][CH:58]=[CH:59][N:54]2[N:53]=1, predict the reactants needed to synthesize it. The reactants are: [NH2:1][C@H:2]([C:4]1[N:13]([CH2:14][CH2:15][CH2:16][NH:17][C:18](=[O:24])[O:19][C:20]([CH3:23])([CH3:22])[CH3:21])[C:12](=[O:25])[C:11]2[C:6](=[CH:7][CH:8]=[CH:9][C:10]=2[Cl:26])[N:5]=1)[CH3:3].CN(C(ON1N=NC2C=CC=NC1=2)=[N+](C)C)C.F[P-](F)(F)(F)(F)F.[NH2:51][C:52]1[C:60]([C:61](O)=[O:62])=[C:55]2[N:56]=[CH:57][CH:58]=[CH:59][N:54]2[N:53]=1.CCN(C(C)C)C(C)C. (7) Given the product [CH3:1][S:2]([N:5]1[CH2:6][CH:7]=[C:8]([C:11]2[CH:12]=[C:13]3[CH2:19][C@@:18]([CH3:26])([CH:20]4[CH2:25][CH2:24][N:23]([C:28]5[CH:33]=[N:32][C:31]([CH3:34])=[CH:30][N:29]=5)[CH2:22][CH2:21]4)[O:17][C:14]3=[CH:15][N:16]=2)[CH2:9][CH2:10]1)(=[O:3])=[O:4], predict the reactants needed to synthesize it. The reactants are: [CH3:1][S:2]([N:5]1[CH2:10][CH:9]=[C:8]([C:11]2[CH:12]=[C:13]3[CH2:19][C@@:18]([CH3:26])([CH:20]4[CH2:25][CH2:24][NH:23][CH2:22][CH2:21]4)[O:17][C:14]3=[CH:15][N:16]=2)[CH2:7][CH2:6]1)(=[O:4])=[O:3].Br[C:28]1[CH:33]=[N:32][C:31]([CH3:34])=[CH:30][N:29]=1.C(=O)([O-])[O-].[K+].[K+].